The task is: Predict the reaction yield, written as a fraction of the theoretical maximum amount of product (1.0 means a 100% yield; for example, 0.34 means a 34% yield).. This data is from Reaction yield outcomes from USPTO patents with 853,638 reactions. (1) The reactants are [CH2:1]([C:11]1[C:18]2[S:17][C:16]3[C:19]([CH2:25][CH2:26][CH2:27][CH2:28][CH2:29][CH2:30][CH2:31][CH2:32][CH2:33][CH3:34])=[C:20](C(O)=O)[S:21][C:15]=3[C:14]=2[S:13][C:12]=1C(O)=O)[CH2:2][CH2:3][CH2:4][CH2:5][CH2:6][CH2:7][CH2:8][CH2:9][CH3:10].N1C2C(=CC=CC=2)C=CC=1.C(=O)=O. The catalyst is [Cu].CCCCCC. The product is [CH2:1]([C:11]1[C:18]2[S:17][C:16]3[C:19]([CH2:25][CH2:26][CH2:27][CH2:28][CH2:29][CH2:30][CH2:31][CH2:32][CH2:33][CH3:34])=[CH:20][S:21][C:15]=3[C:14]=2[S:13][CH:12]=1)[CH2:2][CH2:3][CH2:4][CH2:5][CH2:6][CH2:7][CH2:8][CH2:9][CH3:10]. The yield is 0.474. (2) The reactants are [Br:1][C:2]1[CH:22]=[N:21][C:5]2[NH:6][C:7](=[O:20])[CH2:8][N:9](CC3C=CC(OC)=CC=3)[CH2:10][C:4]=2[CH:3]=1.CC(Cl)OC([Cl:28])=O. The catalyst is ClC(Cl)C.CO. The product is [ClH:28].[Br:1][C:2]1[CH:22]=[N:21][C:5]2[NH:6][C:7](=[O:20])[CH2:8][NH:9][CH2:10][C:4]=2[CH:3]=1. The yield is 0.460. (3) The reactants are Cl[CH2:2][C:3]1[NH:7][N:6]=[C:5]([C:8]2[CH:13]=[CH:12][C:11]([C:14]3[N:19]=[C:18]4[N:20]([CH2:24][CH2:25][CH:26]5[CH2:31][CH2:30][O:29][CH2:28][CH2:27]5)[C:21](=[O:23])[NH:22][C:17]4=[N:16][CH:15]=3)=[CH:10][CH:9]=2)[N:4]=1.OCC1NN=C(C2C=CC(C3N=C4N(CCC5CCOCC5)C(=O)NC4=NC=3)=CC=2)[N:35]=1. The catalyst is S(Cl)(Cl)=O. The product is [NH2:35][CH2:2][C:3]1[NH:7][N:6]=[C:5]([C:8]2[CH:13]=[CH:12][C:11]([C:14]3[N:19]=[C:18]4[N:20]([CH2:24][CH2:25][CH:26]5[CH2:31][CH2:30][O:29][CH2:28][CH2:27]5)[C:21](=[O:23])[NH:22][C:17]4=[N:16][CH:15]=3)=[CH:10][CH:9]=2)[N:4]=1. The yield is 0.810. (4) The reactants are Cl[C:2]1[C:7]([C:8]([O:10][CH3:11])=[O:9])=[CH:6][N:5]=[C:4]([Cl:12])[CH:3]=1.[Cl:13][C:14]1[CH:20]=[CH:19][C:17]([NH2:18])=[C:16]([CH3:21])[CH:15]=1. No catalyst specified. The product is [Cl:12][C:4]1[CH:3]=[C:2]([NH:18][C:17]2[CH:19]=[CH:20][C:14]([Cl:13])=[CH:15][C:16]=2[CH3:21])[C:7]([C:8]([O:10][CH3:11])=[O:9])=[CH:6][N:5]=1. The yield is 0.580. (5) The reactants are [CH:1]1([Mg]Br)[CH2:5][CH2:4][CH2:3][CH2:2]1.[Cl:8][C:9]1[CH:14]=[CH:13][C:12]([C:15]2[N:16]=[C:17]([C:20](N(OC)C)=[O:21])[S:18][CH:19]=2)=[CH:11][CH:10]=1. The catalyst is C1COCC1. The product is [Cl:8][C:9]1[CH:10]=[CH:11][C:12]([C:15]2[N:16]=[C:17]([C:20]([CH:1]3[CH2:5][CH2:4][CH2:3][CH2:2]3)=[O:21])[S:18][CH:19]=2)=[CH:13][CH:14]=1. The yield is 0.475. (6) The reactants are [NH2:1][C:2]1[CH:7]=[CH:6][C:5]([C:8](=[O:10])[CH3:9])=[CH:4][C:3]=1Br.C1(P(C2CCCCC2)C2C=CC=CC=2C2C(OC)=CC=CC=2OC)CCCCC1.[O-]P([O-])([O-])=O.[K+].[K+].[K+].[CH3:49][C:50]1([CH3:65])[CH2:55][CH2:54][C:53](B2OC(C)(C)C(C)(C)O2)=[CH:52][CH2:51]1. The catalyst is C1(C)C=CC=CC=1.C1C=CC(/C=C/C(/C=C/C2C=CC=CC=2)=O)=CC=1.C1C=CC(/C=C/C(/C=C/C2C=CC=CC=2)=O)=CC=1.C1C=CC(/C=C/C(/C=C/C2C=CC=CC=2)=O)=CC=1.[Pd].[Pd]. The product is [NH2:1][C:2]1[CH:7]=[CH:6][C:5]([C:8](=[O:10])[CH3:9])=[CH:4][C:3]=1[C:53]1[CH2:54][CH2:55][C:50]([CH3:65])([CH3:49])[CH2:51][CH:52]=1. The yield is 0.640.